Dataset: Full USPTO retrosynthesis dataset with 1.9M reactions from patents (1976-2016). Task: Predict the reactants needed to synthesize the given product. Given the product [CH3:1][N:2]1[C:6]2[S:7][CH:8]=[CH:9][C:5]=2[C:4]([CH3:13])=[N:3]1, predict the reactants needed to synthesize it. The reactants are: [CH3:1][N:2]1[C:6]2[S:7][C:8](C(O)=O)=[CH:9][C:5]=2[C:4]([CH3:13])=[N:3]1.N1C2C(=CC=CC=2)C=CC=1.